From a dataset of Full USPTO retrosynthesis dataset with 1.9M reactions from patents (1976-2016). Predict the reactants needed to synthesize the given product. (1) Given the product [Cl:1][C:2]1[CH:3]=[C:4]2[C:10]3([CH2:14][CH2:13][N:12]([C:50](=[O:51])[CH2:49][C:47]#[N:48])[CH2:11]3)[CH2:9][N:8]([C:15]([NH:17][C:18]3[S:19][C:20]([Cl:23])=[CH:21][N:22]=3)=[O:16])[C:5]2=[CH:6][CH:7]=1, predict the reactants needed to synthesize it. The reactants are: [Cl:1][C:2]1[CH:3]=[C:4]2[C:10]3([CH2:14][CH2:13][NH:12][CH2:11]3)[CH2:9][N:8]([C:15]([NH:17][C:18]3[S:19][C:20]([Cl:23])=[CH:21][N:22]=3)=[O:16])[C:5]2=[CH:6][CH:7]=1.BrC1C=C2C3(CCNC3)CN(C(NC3SC(Cl)=CN=3)=O)C2=CC=1.[C:47]([CH2:49][C:50](O)=[O:51])#[N:48]. (2) Given the product [Br:1][C:2]1[C:7]([C:8]#[N:9])=[CH:6][C:5]([N:10]2[C:19]3[C:14](=[CH:15][C:16]([S:20]([NH:43][C:40]4[CH:41]=[CH:42][O:38][N:39]=4)(=[O:21])=[O:22])=[CH:17][CH:18]=3)[CH:13]=[CH:12][C:11]2=[O:35])=[C:4]([O:36][CH3:37])[CH:3]=1, predict the reactants needed to synthesize it. The reactants are: [Br:1][C:2]1[C:7]([C:8]#[N:9])=[CH:6][C:5]([N:10]2[C:19]3[C:14](=[CH:15][C:16]([S:20](OC4C(F)=C(F)C(F)=C(F)C=4F)(=[O:22])=[O:21])=[CH:17][CH:18]=3)[CH:13]=[CH:12][C:11]2=[O:35])=[C:4]([O:36][CH3:37])[CH:3]=1.[O:38]1[CH:42]=[CH:41][C:40]([NH2:43])=[N:39]1.C1COCC1.C[Si]([N-][Si](C)(C)C)(C)C.[Li+]. (3) Given the product [Cl:21][C:15]1[CH:16]=[C:17]([Cl:20])[CH:18]=[CH:19][C:14]=1[C@H:8]1[C@H:9]([N+:11]([O-:13])=[O:12])[CH2:10][C:5]([CH2:4][NH2:1])=[CH:6][CH2:7]1, predict the reactants needed to synthesize it. The reactants are: [N:1]([CH2:4][C:5]1[CH2:10][C@@H:9]([N+:11]([O-:13])=[O:12])[C@H:8]([C:14]2[CH:19]=[CH:18][C:17]([Cl:20])=[CH:16][C:15]=2[Cl:21])[CH2:7][CH:6]=1)=[N+]=[N-].C1(P(C2C=CC=CC=2)C2C=CC=CC=2)C=CC=CC=1. (4) Given the product [CH3:1][S:2]([O:29][CH2:28][CH2:27][O:26][C:21]1[CH:20]=[C:19]2[C:24]([CH:25]=[C:16]([C:14]3[N:15]=[C:10]4[C:9]([CH3:31])=[N:8][C:7]([CH3:6])=[CH:12][N:11]4[CH:13]=3)[C:17](=[O:30])[O:18]2)=[CH:23][CH:22]=1)(=[O:4])=[O:3], predict the reactants needed to synthesize it. The reactants are: [CH3:1][S:2](Cl)(=[O:4])=[O:3].[CH3:6][C:7]1[N:8]=[C:9]([CH3:31])[C:10]2[N:11]([CH:13]=[C:14]([C:16]3[C:17](=[O:30])[O:18][C:19]4[C:24]([CH:25]=3)=[CH:23][CH:22]=[C:21]([O:26][CH2:27][CH2:28][OH:29])[CH:20]=4)[N:15]=2)[CH:12]=1.C(N(CC)CC)C. (5) Given the product [Cl:21][C:22]1[CH:27]=[C:26]([N+:28]([O-:30])=[O:29])[CH:25]=[CH:24][C:23]=1[N:31]1[C:7]2[C:8]3[S:12][C:11]([NH:13][C:14](=[O:16])[CH3:15])=[N:10][C:9]=3[CH2:17][CH2:18][C:6]=2[C:4]([CH:1]2[CH2:3][CH2:2]2)=[N:32]1, predict the reactants needed to synthesize it. The reactants are: [CH:1]1([C:4]([CH:6]2[CH2:18][CH2:17][C:9]3[N:10]=[C:11]([NH:13][C:14](=[O:16])[CH3:15])[S:12][C:8]=3[C:7]2=O)=O)[CH2:3][CH2:2]1.Cl.[Cl:21][C:22]1[CH:27]=[C:26]([N+:28]([O-:30])=[O:29])[CH:25]=[CH:24][C:23]=1[NH:31][NH2:32]. (6) Given the product [CH3:11][CH2:12][CH2:7][CH:8]([CH3:20])[CH3:9].[CH3:13][C:12]1[C:7]([B:23]([OH:24])[OH:22])=[C:8]([CH3:20])[CH:9]=[C:10]([C:14]2[CH:19]=[CH:18][CH:17]=[CH:16][CH:15]=2)[CH:11]=1, predict the reactants needed to synthesize it. The reactants are: C([Li])(C)(C)C.Br[C:7]1[C:12]([CH3:13])=[CH:11][C:10]([C:14]2[CH:19]=[CH:18][CH:17]=[CH:16][CH:15]=2)=[CH:9][C:8]=1[CH3:20].C[O:22][B:23](OC)[O:24]C.Cl. (7) Given the product [Cl:9][C:10]1[CH:15]=[CH:14][C:13]([C:5]2[CH:6]=[CH:7][C:2]([NH2:1])=[N:3][CH:4]=2)=[CH:12][CH:11]=1, predict the reactants needed to synthesize it. The reactants are: [NH2:1][C:2]1[CH:7]=[CH:6][C:5](Br)=[CH:4][N:3]=1.[Cl:9][C:10]1[CH:15]=[CH:14][C:13](B(O)O)=[CH:12][CH:11]=1.